This data is from Forward reaction prediction with 1.9M reactions from USPTO patents (1976-2016). The task is: Predict the product of the given reaction. (1) Given the reactants [C:1]([C@@:3]1([CH:37]2[CH2:39][CH2:38]2)[CH2:7][CH2:6][N:5]([C:8]2[CH:13]=[CH:12][N:11]=[C:10]([NH:14][C:15]3[N:20]=[CH:19][C:18]([NH:21][C@H:22]4[CH2:27][CH2:26][CH2:25][CH2:24][C@@H:23]4[NH:28]C(=O)OC(C)(C)C)=[CH:17][CH:16]=3)[CH:9]=2)[C:4]1=[O:36])#[N:2].C(OC(=O)C)C.[ClH:46], predict the reaction product. The product is: [ClH:46].[NH2:28][C@H:23]1[CH2:24][CH2:25][CH2:26][CH2:27][C@@H:22]1[NH:21][C:18]1[CH:17]=[CH:16][C:15]([NH:14][C:10]2[CH:9]=[C:8]([N:5]3[CH2:6][CH2:7][C@:3]([CH:37]4[CH2:38][CH2:39]4)([C:1]#[N:2])[C:4]3=[O:36])[CH:13]=[CH:12][N:11]=2)=[N:20][CH:19]=1. (2) Given the reactants [CH:1]12BC(CCC1)CCC2.[C:10]([O:15][CH3:16])(=[O:14])[CH2:11][CH:12]=[CH2:13].Br[C:18]1[CH:19]=[C:20]([C:24]2[C:33]3[C:28](=[CH:29][C:30]([Cl:35])=[C:31](C)[CH:32]=3)[O:27][C:26](=[O:36])[C:25]=2[CH2:37][C:38]([NH:40][C:41]2[CH:46]=[CH:45][C:44]([F:47])=[CH:43][C:42]=2[C:48]([F:51])([F:50])[F:49])=[O:39])[CH:21]=[CH:22][CH:23]=1.CC[C@@H]([C@H](NC([C@@H](NC([C@@H](NC([C@@H](NC([C@@H](N)CC(O)=O)=O)CCCNC(N)=N)=O)C(C)C)=O)CC1C=CC(O)=CC=1)=O)C(N[C@H](C(N1[C@H](C(N[C@H](C(O)=O)CC2C=CC=CC=2)=O)CCC1)=O)CC1NC=NC=1)=O)C.C[O-].[Na+].Cl, predict the reaction product. The product is: [Cl:35][C:30]1([CH3:1])[CH:29]=[C:28]2[C:33](=[C:24]([C:20]3[CH:19]=[C:18]([CH2:13][CH2:12][CH2:11][C:10]([O:15][CH3:16])=[O:14])[CH:23]=[CH:22][CH:21]=3)[CH:25]([CH2:37][C:38]([NH:40][C:41]3[CH:46]=[CH:45][C:44]([F:47])=[CH:43][C:42]=3[C:48]([F:49])([F:50])[F:51])=[O:39])[C:26](=[O:36])[O:27]2)[CH:32]=[CH:31]1. (3) Given the reactants [CH2:1]([O:8][C:9]1[CH:14]=[CH:13][N:12]=[CH:11][C:10]=1[N+:15]([O-])=O)[C:2]1[CH:7]=[CH:6][CH:5]=[CH:4][CH:3]=1.C(=O)([O-])[O-].[K+].[K+].[CH3:24][S:25](Cl)(=[O:27])=[O:26], predict the reaction product. The product is: [CH2:1]([O:8][C:9]1[CH:14]=[CH:13][N:12]=[CH:11][C:10]=1[N:15]([S:25]([CH3:24])(=[O:27])=[O:26])[S:25]([CH3:24])(=[O:27])=[O:26])[C:2]1[CH:7]=[CH:6][CH:5]=[CH:4][CH:3]=1. (4) Given the reactants BrN1C(=O)CCC1=O.[Cl:9][C:10]1[CH:11]=[C:12]2[C:16](=[CH:17][CH:18]=1)[N:15]([CH2:19][C:20]([OH:22])=[O:21])[C:14]([CH3:23])=[C:13]2[C:24]1[C:33]2[C:28](=[CH:29][C:30]([Cl:34])=[CH:31][CH:32]=2)[N:27]=[CH:26][CH:25]=1.[CH3:35][S-:36].[Na+], predict the reaction product. The product is: [Cl:9][C:10]1[CH:11]=[C:12]2[C:16](=[CH:17][CH:18]=1)[N:15]([CH2:19][C:20]([OH:22])=[O:21])[C:14]([CH2:23][S:36][CH3:35])=[C:13]2[C:24]1[C:33]2[C:28](=[CH:29][C:30]([Cl:34])=[CH:31][CH:32]=2)[N:27]=[CH:26][CH:25]=1. (5) Given the reactants [CH3:1]N(C=O)C.[Br:6][C:7]1[C:8](=[O:15])[NH:9][C:10]([CH3:14])=[C:11]([Br:13])[CH:12]=1.CI.C([O-])([O-])=O.[K+].[K+], predict the reaction product. The product is: [Br:6][C:7]1[C:8](=[O:15])[N:9]([CH3:1])[C:10]([CH3:14])=[C:11]([Br:13])[CH:12]=1.